This data is from Forward reaction prediction with 1.9M reactions from USPTO patents (1976-2016). The task is: Predict the product of the given reaction. (1) Given the reactants [F:1][C:2]1[CH:3]=[C:4]([CH2:8][C:9]#[N:10])[CH:5]=[CH:6][CH:7]=1.Br[CH2:12][CH2:13][CH2:14][CH2:15][CH2:16]Br, predict the reaction product. The product is: [F:1][C:2]1[CH:3]=[C:4]([C:8]2([C:9]#[N:10])[CH2:16][CH2:15][CH2:14][CH2:13][CH2:12]2)[CH:5]=[CH:6][CH:7]=1. (2) Given the reactants C[Si]([N-][Si](C)(C)C)(C)C.[Li+].[I-].[CH3:12][N:13]([CH3:36])[CH2:14][CH2:15][CH2:16][P+](C1C=CC=CC=1)(C1C=CC=CC=1)C1C=CC=CC=1.[CH3:37][O:38][C:39](=[O:58])[CH2:40][C:41]1[CH:46]=[CH:45][C:44]([O:47][CH2:48][C:49]2[CH:54]=[CH:53][CH:52]=[CH:51][C:50]=2[I:55])=[C:43]([CH:56]=O)[CH:42]=1.Cl, predict the reaction product. The product is: [CH3:37][O:38][C:39](=[O:58])[CH2:40][C:41]1[CH:46]=[CH:45][C:44]([O:47][CH2:48][C:49]2[CH:54]=[CH:53][CH:52]=[CH:51][C:50]=2[I:55])=[C:43]([CH:56]=[CH:16][CH2:15][CH2:14][N:13]([CH3:36])[CH3:12])[CH:42]=1. (3) Given the reactants [C:1]([CH:4]([C:13]([O:15][CH2:16][CH3:17])=[O:14])[CH2:5][CH:6]=[CH:7][C:8]([O:10][CH2:11][CH3:12])=[O:9])(=[O:3])[CH3:2].[CH3:18][O:19][C:20]1[CH:25]=[CH:24][CH:23]=[CH:22][C:21]=1/[CH:26]=[CH:27]/[N+:28]([O-:30])=[O:29], predict the reaction product. The product is: [CH2:11]([O:10][C:8]([CH2:7][C@@H:6]1[CH2:5][C@@:4]([C:1](=[O:3])[CH3:2])([C:13]([O:15][CH2:16][CH3:17])=[O:14])[C@@H:26]([C:21]2[CH:22]=[CH:23][CH:24]=[CH:25][C:20]=2[O:19][CH3:18])[C@@H:27]1[N+:28]([O-:30])=[O:29])=[O:9])[CH3:12]. (4) Given the reactants [CH3:1][O:2][C:3](=[O:20])[C:4]1[CH:9]=[CH:8][C:7]([O:10][C:11]2[CH:16]=[CH:15][C:14]([I:17])=[CH:13][C:12]=2[CH:18]=O)=[CH:6][CH:5]=1.[CH3:21][Si:22]([CH3:29])([CH3:28])N[Si:22]([CH3:29])([CH3:28])[CH3:21].C([Li])CCC.C[Si](Cl)(C)C.[CH2:40]([N:42](CC)CC)[CH3:41].C(Cl)(=[O:49])C, predict the reaction product. The product is: [I:17][C:14]1[CH:15]=[CH:16][C:11]([O:10][C:7]2[CH:8]=[CH:9][C:4]([C:3]([O:2][CH3:1])=[O:20])=[CH:5][CH:6]=2)=[C:12]([CH:18]=[N:42][C:40]([O:49][Si:22]([CH3:29])([CH3:28])[CH3:21])=[CH2:41])[CH:13]=1.